This data is from Full USPTO retrosynthesis dataset with 1.9M reactions from patents (1976-2016). The task is: Predict the reactants needed to synthesize the given product. (1) The reactants are: [Cl:1][C:2]1[C:10]2[N:9]=[C:8]3[N:11]([C:16]4[CH:21]=[CH:20][C:19]([O:22][CH3:23])=[CH:18][C:17]=4[Cl:24])[CH2:12][CH2:13][CH2:14][CH2:15][N:7]3[C:6]=2[C:5]([CH2:25][OH:26])=[CH:4][CH:3]=1.CC(OI1(OC(C)=O)(OC(C)=O)OC(=O)C2C=CC=CC1=2)=O. Given the product [Cl:1][C:2]1[CH:3]=[CH:4][C:5]([CH:25]=[O:26])=[C:6]2[C:10]=1[N:9]=[C:8]1[N:11]([C:16]3[CH:21]=[CH:20][C:19]([O:22][CH3:23])=[CH:18][C:17]=3[Cl:24])[CH2:12][CH2:13][CH2:14][CH2:15][N:7]21, predict the reactants needed to synthesize it. (2) Given the product [BrH:31].[NH:10]1[CH2:14][CH2:13][CH:12]([S:15][C:16]2[CH:21]=[CH:20][C:19]([OH:22])=[CH:18][CH:17]=2)[CH2:11]1, predict the reactants needed to synthesize it. The reactants are: C1(C)C=CC(S([N:10]2[CH2:14][CH2:13][CH:12]([S:15][C:16]3[CH:21]=[CH:20][C:19]([OH:22])=[CH:18][CH:17]=3)[CH2:11]2)(=O)=O)=CC=1.C1(O)C=CC=CC=1.[BrH:31]. (3) Given the product [C:1]12([CH2:11][C:12]([NH:29][CH2:30][CH2:31][O:32][CH2:33][CH2:34][NH2:35])=[O:14])[CH2:10][CH:5]3[CH2:4][CH:3]([CH2:9][CH:7]([CH2:6]3)[CH2:8]1)[CH2:2]2, predict the reactants needed to synthesize it. The reactants are: [C:1]12([CH2:11][C:12]([OH:14])=O)[CH2:10][CH:5]3[CH2:6][CH:7]([CH2:9][CH:3]([CH2:4]3)[CH2:2]1)[CH2:8]2.C(Cl)CCl.C1C=CC2N(O)N=NC=2C=1.[NH2:29][CH2:30][CH2:31][O:32][CH2:33][CH2:34][NH2:35]. (4) Given the product [C:15]([NH:14][C:12](=[O:13])[C:11]1[CH:19]=[C:7]([O:6][C:5]2[CH:21]=[CH:22][C:2]([NH:1][C:25]3[C:26]4[N:33]([CH2:34][CH2:35][O:36][CH3:37])[CH:32]=[CH:31][C:27]=4[N:28]=[CH:29][N:30]=3)=[CH:3][C:4]=2[Cl:23])[CH:8]=[CH:9][C:10]=1[F:20])([CH3:18])([CH3:16])[CH3:17], predict the reactants needed to synthesize it. The reactants are: [NH2:1][C:2]1[CH:22]=[CH:21][C:5]([O:6][C:7]2[CH:8]=[CH:9][C:10]([F:20])=[C:11]([CH:19]=2)[C:12]([NH:14][C:15]([CH3:18])([CH3:17])[CH3:16])=[O:13])=[C:4]([Cl:23])[CH:3]=1.Cl[C:25]1[C:26]2[N:33]([CH2:34][CH2:35][O:36][CH3:37])[CH:32]=[CH:31][C:27]=2[N:28]=[CH:29][N:30]=1. (5) Given the product [CH3:1][C:2]([O:4][C@H:5]1[C:14]2[C@:15]3([CH3:30])[C:16](=[C:20]([OH:19])[C:21](=[O:22])[C:13]=2[C@@H:8]2[CH2:9][CH2:10][C:11](=[O:12])[C@@:7]2([CH3:31])[CH2:6]1)/[C:17](=[CH:18]\[N:35]([CH2:36][CH:37]=[CH2:38])[CH2:32][CH:33]=[CH2:34])/[C:23](=[O:24])[O:25][C@@H:26]3[CH2:27][O:28][CH3:29])=[O:3].[C:39]1([O:45][CH3:46])[CH:44]=[CH:43][CH:42]=[CH:41][CH:40]=1, predict the reactants needed to synthesize it. The reactants are: [CH3:1][C:2]([O:4][C@H:5]1[C:14]2[C@@:15]3([CH3:30])[C@@H:26]([CH2:27][O:28][CH3:29])[O:25][C:23](=[O:24])[C:17]4=[CH:18][O:19][C:20]([C:21](=[O:22])[C:13]=2[C@@H:8]2[CH2:9][CH2:10][C:11](=[O:12])[C@@:7]2([CH3:31])[CH2:6]1)=[C:16]34)=[O:3].[CH2:32]([NH:35][CH2:36][CH:37]=[CH2:38])[CH:33]=[CH2:34].[C:39]1([O:45][CH3:46])[CH:44]=[CH:43][CH:42]=[CH:41][CH:40]=1. (6) The reactants are: [CH3:1][C:2]1[C:8]([C:9]2[CH:14]=[CH:13][N:12]=[C:11]3[CH:15]=[C:16]([C:18]4[CH:23]=[CH:22][C:21]([C:24]([N:26]5[CH2:30][CH2:29][CH2:28][CH2:27]5)=[O:25])=[CH:20][CH:19]=4)[O:17][C:10]=23)=[CH:7][CH:6]=[CH:5][C:3]=1[NH2:4].[S:31]1[C:35]2[CH2:36][CH2:37][CH2:38][CH2:39][C:34]=2[CH:33]=[C:32]1[C:40](Cl)=[O:41]. Given the product [CH3:1][C:2]1[C:8]([C:9]2[CH:14]=[CH:13][N:12]=[C:11]3[CH:15]=[C:16]([C:18]4[CH:23]=[CH:22][C:21]([C:24]([N:26]5[CH2:30][CH2:29][CH2:28][CH2:27]5)=[O:25])=[CH:20][CH:19]=4)[O:17][C:10]=23)=[CH:7][CH:6]=[CH:5][C:3]=1[NH:4][C:40]([C:32]1[S:31][C:35]2[CH2:36][CH2:37][CH2:38][CH2:39][C:34]=2[CH:33]=1)=[O:41], predict the reactants needed to synthesize it.